This data is from Forward reaction prediction with 1.9M reactions from USPTO patents (1976-2016). The task is: Predict the product of the given reaction. (1) Given the reactants Cl[C:2]1[CH:7]=[C:6]([CH3:8])[N:5]=[C:4]([S:9][CH3:10])[N:3]=1.[F:11][C:12]([F:16])([F:15])[CH2:13][NH2:14].O.Cl, predict the reaction product. The product is: [CH3:8][C:6]1[CH:7]=[C:2]([NH:14][CH2:13][C:12]([F:16])([F:15])[F:11])[N:3]=[C:4]([S:9][CH3:10])[N:5]=1. (2) Given the reactants [Br:1][C:2]1[CH:7]=[CH:6][C:5]([F:8])=[C:4]([CH2:9][N+:10]([O-:12])=[O:11])[CH:3]=1.[CH2:13]=[O:14].CCN(CC)CC.[O:22]1CCOC[CH2:23]1, predict the reaction product. The product is: [Br:1][C:2]1[CH:7]=[CH:6][C:5]([F:8])=[C:4]([C:9]([N+:10]([O-:12])=[O:11])([CH2:13][OH:14])[CH2:23][OH:22])[CH:3]=1.